From a dataset of Peptide-MHC class II binding affinity with 134,281 pairs from IEDB. Regression. Given a peptide amino acid sequence and an MHC pseudo amino acid sequence, predict their binding affinity value. This is MHC class II binding data. (1) The peptide sequence is AVDGRFAVPQILGDE. The MHC is DRB1_0401 with pseudo-sequence DRB1_0401. The binding affinity (normalized) is 0. (2) The peptide sequence is DQRGSGQVVTYALNT. The MHC is HLA-DQA10201-DQB10303 with pseudo-sequence HLA-DQA10201-DQB10303. The binding affinity (normalized) is 0.356. (3) The peptide sequence is LVPEDPEDSALL. The MHC is HLA-DQA10501-DQB10201 with pseudo-sequence HLA-DQA10501-DQB10201. The binding affinity (normalized) is 0.124.